Dataset: Catalyst prediction with 721,799 reactions and 888 catalyst types from USPTO. Task: Predict which catalyst facilitates the given reaction. Reactant: [OH:1][C@H:2]([CH3:12])[CH2:3][NH:4][C:5](=[O:11])[O:6][C:7]([CH3:10])([CH3:9])[CH3:8].[H-].[Na+].[CH3:15]I. Product: [CH3:15][O:1][C@H:2]([CH3:12])[CH2:3][NH:4][C:5](=[O:11])[O:6][C:7]([CH3:8])([CH3:10])[CH3:9]. The catalyst class is: 1.